From a dataset of CYP1A2 inhibition data for predicting drug metabolism from PubChem BioAssay. Regression/Classification. Given a drug SMILES string, predict its absorption, distribution, metabolism, or excretion properties. Task type varies by dataset: regression for continuous measurements (e.g., permeability, clearance, half-life) or binary classification for categorical outcomes (e.g., BBB penetration, CYP inhibition). Dataset: cyp1a2_veith. (1) The molecule is CC[C@@H](c1ccccc1)n1c(=O)n2n(c1=O)[C@H]1[C@H](O)[C@H]3O[C@@H]3/C(=N/OC[C@@H](O)COCc3ccco3)[C@@H]1CC2. The result is 0 (non-inhibitor). (2) The drug is CS(=O)(=O)N1CCC2(CCN(C(c3ccccc3)c3ccccc3)CC2)CC1. The result is 0 (non-inhibitor). (3) The drug is Cc1ccc(SCc2nc3ccccc3n2CC(=O)Nc2ccc(Cl)cc2)cc1. The result is 1 (inhibitor). (4) The drug is Cc1cccc(CSCCNC(=O)c2ccc(N(C)S(=O)(=O)c3ccccc3)cc2)c1. The result is 0 (non-inhibitor).